This data is from Full USPTO retrosynthesis dataset with 1.9M reactions from patents (1976-2016). The task is: Predict the reactants needed to synthesize the given product. (1) Given the product [CH:30]1([C:33]2[C:34]([O:43][C@@H:44]3[CH2:49][CH2:48][CH2:47][N:46]([CH2:50][C:51]4[CH:56]=[CH:55][C:54]([Cl:57])=[CH:53][C:52]=4[Cl:58])[CH2:45]3)=[CH:35][C:36]([F:42])=[C:37]([CH:41]=2)[C:38]([NH:70][S:67]([CH:64]2[CH2:66][CH2:65]2)(=[O:69])=[O:68])=[O:40])[CH2:31][CH2:32]1, predict the reactants needed to synthesize it. The reactants are: C1(C2C(O[C@@H]3CCCN(CC4C=CC(Cl)=C(Cl)C=4)C3)=CC(F)=C(C=2)C(O)=O)CC1.[CH:30]1([C:33]2[C:34]([O:43][C@@H:44]3[CH2:49][CH2:48][CH2:47][N:46]([CH2:50][C:51]4[CH:56]=[CH:55][C:54]([Cl:57])=[CH:53][C:52]=4[Cl:58])[CH2:45]3)=[CH:35][C:36]([F:42])=[C:37]([CH:41]=2)[C:38]([OH:40])=O)[CH2:32][CH2:31]1.CS(N)(=O)=O.[CH:64]1([S:67]([NH2:70])(=[O:69])=[O:68])[CH2:66][CH2:65]1. (2) Given the product [P:1]([OH:11])([OH:3])([O:19][C:20]1([C:24]2[CH:29]=[CH:28][C:27]([C:30]3[CH:31]=[CH:32][C:33]([C@@H:36]([OH:40])[C@H:37]([NH:38][C:43](=[O:47])[CH:44]([F:46])[F:45])[CH2:48][F:49])=[CH:34][CH:35]=3)=[CH:26][N:25]=2)[CH2:21][O:22][CH2:23]1)=[O:2], predict the reactants needed to synthesize it. The reactants are: [P:1]([O:19][C:20]1([C:24]2[CH:29]=[CH:28][C:27]([C:30]3[CH:35]=[CH:34][C:33]([C@H:36]4[O:40]C(C)(C)[N:38]([C:43](=[O:47])[CH:44]([F:46])[F:45])[C@@H:37]4[CH2:48][F:49])=[CH:32][CH:31]=3)=[CH:26][N:25]=2)[CH2:23][O:22][CH2:21]1)([O:11]CC1C=CC=CC=1)([O:3]CC1C=CC=CC=1)=[O:2].FC(F)(F)C(O)=O.